This data is from Full USPTO retrosynthesis dataset with 1.9M reactions from patents (1976-2016). The task is: Predict the reactants needed to synthesize the given product. (1) Given the product [NH2:23][C:20]1[CH:19]=[C:18]([NH:24][CH2:25][CH:26]2[CH2:27][CH2:28][N:29]([C:9]([O:11][CH2:12][CH2:15][CH2:32][CH3:33])=[O:10])[CH2:30][CH2:31]2)[C:17]([Br:16])=[CH:22][N:21]=1, predict the reactants needed to synthesize it. The reactants are: [C:9](O[C:9]([O:11][C:12]([CH3:15])(C)C)=[O:10])([O:11][C:12](C)(C)[CH3:15])=[O:10].[Br:16][C:17]1[C:18]([NH:24][CH2:25][CH:26]2[CH2:31][CH2:30][NH:29][CH2:28][CH2:27]2)=[CH:19][C:20]([NH2:23])=[N:21][CH:22]=1.[CH2:32](N(CC)CC)[CH3:33]. (2) The reactants are: O.[NH2:2][NH2:3].Cl[C:5]1[CH:10]=[CH:9][C:8]([CH2:11][N:12]2[C:16]([CH3:17])=[CH:15][C:14]([C:18]3[O:22][N:21]=[C:20]([C:23]4[CH:28]=[CH:27][C:26]([O:29][C:30]([F:33])([F:32])[F:31])=[CH:25][CH:24]=4)[N:19]=3)=[N:13]2)=[CH:7][N:6]=1. Given the product [NH:2]([C:5]1[CH:10]=[CH:9][C:8]([CH2:11][N:12]2[C:16]([CH3:17])=[CH:15][C:14]([C:18]3[O:22][N:21]=[C:20]([C:23]4[CH:28]=[CH:27][C:26]([O:29][C:30]([F:33])([F:32])[F:31])=[CH:25][CH:24]=4)[N:19]=3)=[N:13]2)=[CH:7][N:6]=1)[NH2:3], predict the reactants needed to synthesize it. (3) The reactants are: [CH3:1][O:2][C:3]1[CH:8]=[CH:7][C:6]([C:9]2[C:17]3[C:16]([NH:18][CH:19]4[CH2:24][CH2:23][CH2:22][NH:21][CH2:20]4)=[N:15][CH:14]=[N:13][C:12]=3[O:11][C:10]=2[C:25]2[CH:30]=[CH:29][CH:28]=[CH:27][CH:26]=2)=[CH:5][CH:4]=1.CCN(C(C)C)C(C)C.[I-].[K+].[CH3:42][O:43][C:44](=[O:49])[CH2:45][CH2:46][CH2:47]Br. Given the product [CH3:42][O:43][C:44](=[O:49])[CH2:45][CH2:46][CH2:47][N:21]1[CH2:22][CH2:23][CH2:24][CH:19]([NH:18][C:16]2[C:17]3[C:9]([C:6]4[CH:5]=[CH:4][C:3]([O:2][CH3:1])=[CH:8][CH:7]=4)=[C:10]([C:25]4[CH:30]=[CH:29][CH:28]=[CH:27][CH:26]=4)[O:11][C:12]=3[N:13]=[CH:14][N:15]=2)[CH2:20]1, predict the reactants needed to synthesize it. (4) Given the product [F:29][C:12]([F:11])([F:30])[C:13]1[CH:28]=[CH:27][C:16]([O:17][C:18]2[N:23]=[CH:22][C:21]([CH2:24][CH2:25][NH2:26])=[CH:20][CH:19]=2)=[CH:15][CH:14]=1, predict the reactants needed to synthesize it. The reactants are: [Al+3].[Cl-].[Cl-].[Cl-].[H-].[H-].[H-].[H-].[Li+].[Al+3].[F:11][C:12]([F:30])([F:29])[C:13]1[CH:28]=[CH:27][C:16]([O:17][C:18]2[N:23]=[CH:22][C:21]([CH2:24][C:25]#[N:26])=[CH:20][CH:19]=2)=[CH:15][CH:14]=1.